Dataset: Forward reaction prediction with 1.9M reactions from USPTO patents (1976-2016). Task: Predict the product of the given reaction. (1) Given the reactants [CH3:1][C:2]1[CH:3]=[C:4]([N:9]2[C:13]3[CH:14]=[C:15]([C:18]#[N:19])[CH:16]=[CH:17][C:12]=3[N:11]=[CH:10]2)[CH:5]=[CH:6][C:7]=1[CH3:8].[I:20][CH3:21], predict the reaction product. The product is: [I-:20].[C:18]([C:15]1[CH:16]=[CH:17][C:12]2[N+:11]([CH3:21])=[CH:10][N:9]([C:4]3[CH:5]=[CH:6][C:7]([CH3:8])=[C:2]([CH3:1])[CH:3]=3)[C:13]=2[CH:14]=1)#[N:19]. (2) Given the reactants [N:1]1[N:5]2[CH2:6][CH2:7][CH2:8][NH:9][C:4]2=[C:3]([CH:10]([NH:21]C(=O)C(F)(F)F)[CH2:11][CH2:12][NH:13][C:14](=[O:20])[O:15][C:16]([CH3:19])([CH3:18])[CH3:17])[CH:2]=1.C(=O)([O-])[O-].[K+].[K+].CCCCCC, predict the reaction product. The product is: [NH2:21][CH:10]([C:3]1[CH:2]=[N:1][N:5]2[CH2:6][CH2:7][CH2:8][NH:9][C:4]=12)[CH2:11][CH2:12][NH:13][C:14](=[O:20])[O:15][C:16]([CH3:19])([CH3:18])[CH3:17]. (3) Given the reactants [CH2:1]([O:3][C:4]([C:6]1[CH2:11][CH2:10][C:9]([OH:12])=[N:8][C:7]=1[C:13]([F:16])([F:15])[F:14])=[O:5])[CH3:2].BrN1C(=O)CCC1=O, predict the reaction product. The product is: [CH2:1]([O:3][C:4](=[O:5])[C:6]1[CH:11]=[CH:10][C:9]([OH:12])=[N:8][C:7]=1[C:13]([F:14])([F:15])[F:16])[CH3:2]. (4) Given the reactants [CH3:1][O:2][C:3]1[CH:8]=[CH:7][CH:6]=[CH:5][C:4]=1[OH:9].[OH-].[Na+].[CH2:12]([CH:14]1[O:16][CH2:15]1)Cl, predict the reaction product. The product is: [CH3:1][O:2][C:3]1[CH:8]=[CH:7][CH:6]=[CH:5][C:4]=1[O:9][CH2:12][CH:14]1[O:16][CH2:15]1. (5) Given the reactants Br[C:2]1[C:7]2[NH:8][C:9](=[O:30])[N:10]([C:12]3[CH:21]=[C:20]4[C:15]([CH2:16][CH2:17][CH:18]([C:22]5[C:27]([F:28])=[CH:26][CH:25]=[CH:24][N:23]=5)[O:19]4)=[CH:14][C:13]=3[CH3:29])[CH2:11][C:6]=2[C:5]([C:31]([F:34])([F:33])[F:32])=[N:4][CH:3]=1.C(P(C(C)(C)C)C1C=CC2C(=CC=CC=2)C=1C1C2C(=CC=CC=2)C=CC=1)(C)(C)C.[C:64](=[O:67])([O-])[O-].[Cs+].[Cs+].C1(C)C=CC=CC=1.[C:77](OCC)(=[O:79])[CH3:78], predict the reaction product. The product is: [F:28][C:27]1[C:22]([CH:18]2[CH2:17][CH2:16][C:15]3[C:20](=[CH:21][C:12]([N:10]4[CH2:11][C:6]5[C:5]([C:31]([F:33])([F:34])[F:32])=[N:4][CH:3]=[C:2]([O:79][CH2:77][CH2:78][O:67][CH3:64])[C:7]=5[NH:8][C:9]4=[O:30])=[C:13]([CH3:29])[CH:14]=3)[O:19]2)=[N:23][CH:24]=[CH:25][CH:26]=1.